From a dataset of TCR-epitope binding with 47,182 pairs between 192 epitopes and 23,139 TCRs. Binary Classification. Given a T-cell receptor sequence (or CDR3 region) and an epitope sequence, predict whether binding occurs between them. (1) The epitope is DATYQRTRALVR. The TCR CDR3 sequence is CASSQVGPNEKLFF. Result: 1 (the TCR binds to the epitope). (2) The epitope is QVPLRPMTYK. The TCR CDR3 sequence is CASSYSRTGSYEQYF. Result: 0 (the TCR does not bind to the epitope). (3) The epitope is TTLPVNVAF. The TCR CDR3 sequence is CASSEDGMNTEAFF. Result: 1 (the TCR binds to the epitope). (4) The epitope is QASQEVKNW. The TCR CDR3 sequence is CSVGAGNEKLFF. Result: 0 (the TCR does not bind to the epitope). (5) The epitope is ATDALMTGY. The TCR CDR3 sequence is CASSDTGTHIYEQYF. Result: 1 (the TCR binds to the epitope). (6) The epitope is YVLDHLIVV. The TCR CDR3 sequence is CASSLAGLETQYF. Result: 0 (the TCR does not bind to the epitope). (7) Result: 0 (the TCR does not bind to the epitope). The epitope is GTITSGWTF. The TCR CDR3 sequence is CASSQGLATYEQYF.